Regression. Given two drug SMILES strings and cell line genomic features, predict the synergy score measuring deviation from expected non-interaction effect. From a dataset of Merck oncology drug combination screen with 23,052 pairs across 39 cell lines. Drug 1: COc1cccc2c1C(=O)c1c(O)c3c(c(O)c1C2=O)CC(O)(C(=O)CO)CC3OC1CC(N)C(O)C(C)O1. Drug 2: CCN(CC)CCNC(=O)c1c(C)[nH]c(C=C2C(=O)Nc3ccc(F)cc32)c1C. Cell line: HT144. Synergy scores: synergy=-4.61.